Task: Predict the product of the given reaction.. Dataset: Forward reaction prediction with 1.9M reactions from USPTO patents (1976-2016) (1) Given the reactants Cl[C:2]1[CH:7]=[CH:6][C:5]([Cl:8])=[CH:4][N:3]=1.[CH:9]([B-](F)(F)F)=[CH2:10].[K+].C(N(CC)CC)C.C(O)C, predict the reaction product. The product is: [Cl:8][C:5]1[CH:6]=[CH:7][C:2]([CH:9]=[CH2:10])=[N:3][CH:4]=1. (2) The product is: [Br:17][CH2:1][C:2]1[N:3]=[C:4]([C:11]2[CH:16]=[CH:15][CH:14]=[CH:13][N:12]=2)[S:5][C:6]=1[C:7]([O:9][CH3:10])=[O:8]. Given the reactants [CH3:1][C:2]1[N:3]=[C:4]([C:11]2[CH:16]=[CH:15][CH:14]=[CH:13][N:12]=2)[S:5][C:6]=1[C:7]([O:9][CH3:10])=[O:8].[Br:17]N1C(=O)CCC1=O, predict the reaction product. (3) Given the reactants [O:1]1[C:5]2([CH2:10][CH2:9][CH:8]([CH2:11][CH2:12]O)[CH2:7][CH2:6]2)[O:4][CH2:3][CH2:2]1.C1(P(C2C=CC=CC=2)C2C=CC=CC=2)C=CC=CC=1.N1C=CN=C1.[I:38]I, predict the reaction product. The product is: [I:38][CH2:12][CH2:11][CH:8]1[CH2:9][CH2:10][C:5]2([O:4][CH2:3][CH2:2][O:1]2)[CH2:6][CH2:7]1. (4) Given the reactants [N:1]1C=CC=CC=1C1N=NN(C2C=CC(NC3C4N(C=CN=4)C(C4C=CC(C(N)=O)=CC=4)=CN=3)=CC=2)C=1.[CH3:37][N:38]([CH3:54])[CH2:39][C:40]1[N:41]=[N:42][N:43]([C:45]2[CH:50]=[CH:49][C:48]([N+:51]([O-:53])=[O:52])=[CH:47][CH:46]=2)[CH:44]=1.[Sn](Cl)Cl, predict the reaction product. The product is: [NH3:1].[CH3:37][N:38]([CH3:54])[CH2:39][C:40]1[N:41]=[N:42][N:43]([C:45]2[CH:46]=[CH:47][C:48]([N+:51]([O-:53])=[O:52])=[CH:49][CH:50]=2)[CH:44]=1. (5) Given the reactants [CH3:1][C:2]1[C:6]([B:7]2[O:11][C:10]([CH3:13])([CH3:12])[C:9]([CH3:15])([CH3:14])[O:8]2)=[C:5]([CH3:16])[NH:4][N:3]=1.[F:17][C:18]1[CH:19]=[C:20]([CH:23]=[CH:24][CH:25]=1)[CH2:21]Br.C(=O)([O-])[O-].[K+].[K+], predict the reaction product. The product is: [F:17][C:18]1[CH:19]=[C:20]([CH:23]=[CH:24][CH:25]=1)[CH2:21][N:3]1[C:2]([CH3:1])=[C:6]([B:7]2[O:11][C:10]([CH3:12])([CH3:13])[C:9]([CH3:15])([CH3:14])[O:8]2)[C:5]([CH3:16])=[N:4]1.